This data is from Catalyst prediction with 721,799 reactions and 888 catalyst types from USPTO. The task is: Predict which catalyst facilitates the given reaction. (1) Product: [CH2:23]([C:11]1[C:12]2[O:16][N:15]=[C:14]([C:17]([F:20])([F:19])[F:18])[C:13]=2[CH:21]=[CH:22][C:10]=1[CH2:9][CH2:8][CH2:7][CH2:6][N:32]1[CH2:39][CH2:38][C:36](=[O:37])[NH:35][C:33]1=[O:34])[CH2:24][CH3:25]. Reactant: CS(O[CH2:6][CH2:7][CH2:8][CH2:9][C:10]1[CH:22]=[CH:21][C:13]2[C:14]([C:17]([F:20])([F:19])[F:18])=[N:15][O:16][C:12]=2[C:11]=1[CH2:23][CH2:24][CH3:25])(=O)=O.C([O-])([O-])=O.[Cs+].[Cs+].[NH:32]1[CH2:39][CH2:38][C:36](=[O:37])[NH:35][C:33]1=[O:34]. The catalyst class is: 3. (2) Product: [CH3:1][N:2]([CH3:3])[C:15]1([C:24]#[N:25])[CH2:16][CH2:17][CH:12]([CH2:11][O:10][CH2:9][C:8]#[C:7][Si:6]([CH2:21][CH3:22])([CH2:19][CH3:20])[CH2:4][CH3:5])[CH2:13][CH2:14]1. Reactant: [CH3:1][NH:2][CH3:3].[CH2:4]([Si:6]([CH2:21][CH3:22])([CH2:19][CH3:20])[C:7]#[C:8][CH2:9][O:10][CH2:11][CH:12]1[CH2:17][CH2:16][C:15](=O)[CH2:14][CH2:13]1)[CH3:5].Cl.[C-:24]#[N:25].[K+]. The catalyst class is: 24. (3) Reactant: Cl[CH2:2]I.[C:4]1([CH2:10][N:11]2[CH2:16][CH:15]=[C:14]([NH:17][C:18](=[O:24])[O:19][C:20]([CH3:23])([CH3:22])[CH3:21])[CH2:13][CH2:12]2)[CH:9]=[CH:8][CH:7]=[CH:6][CH:5]=1. Product: [C:4]1([CH2:10][N:11]2[CH2:12][CH2:13][C:14]3([NH:17][C:18](=[O:24])[O:19][C:20]([CH3:21])([CH3:23])[CH3:22])[CH:15]([CH2:2]3)[CH2:16]2)[CH:5]=[CH:6][CH:7]=[CH:8][CH:9]=1. The catalyst class is: 332. (4) Reactant: [Cl:1][C:2]1[CH:7]=[CH:6][CH:5]=[C:4]([Cl:8])[C:3]=1[N:9]1[C:17](=[O:18])[C:16]2[C:11](=[CH:12][CH:13]=[C:14]([C:19](O)=[O:20])[CH:15]=2)[C:10]1=[O:22].CCN=C=NCCCN(C)C.C1C=CC2N(O)N=NC=2C=1.[CH3:44][C:45]1[CH:46]=[C:47]([CH:49]=[CH:50][C:51]=1[CH3:52])[NH2:48]. Product: [CH3:44][C:45]1[CH:46]=[C:47]([NH:48][C:19]([C:14]2[CH:15]=[C:16]3[C:11](=[CH:12][CH:13]=2)[C:10](=[O:22])[N:9]([C:3]2[C:2]([Cl:1])=[CH:7][CH:6]=[CH:5][C:4]=2[Cl:8])[C:17]3=[O:18])=[O:20])[CH:49]=[CH:50][C:51]=1[CH3:52]. The catalyst class is: 18.